Dataset: Catalyst prediction with 721,799 reactions and 888 catalyst types from USPTO. Task: Predict which catalyst facilitates the given reaction. (1) Reactant: [N:1]12[CH2:8][CH2:7][CH:4]([CH2:5][CH2:6]1)[CH:3]([O:9][C:10]1[CH:15]=[CH:14][C:13]([C:16]3[CH:21]=[CH:20][C:19]([NH:22][C:23]4[CH:28]=[CH:27][CH:26]=[CH:25][CH:24]=4)=[CH:18][CH:17]=3)=[CH:12][CH:11]=1)[CH2:2]2.C(O)C.[C:32]([OH:39])(=[O:38])/[CH:33]=[CH:34]/[C:35]([OH:37])=[O:36]. Product: [C:32]([OH:39])(=[O:38])/[CH:33]=[CH:34]/[C:35]([OH:37])=[O:36].[N:1]12[CH2:6][CH2:5][CH:4]([CH2:7][CH2:8]1)[CH:3]([O:9][C:10]1[CH:11]=[CH:12][C:13]([C:16]3[CH:21]=[CH:20][C:19]([NH:22][C:23]4[CH:28]=[CH:27][CH:26]=[CH:25][CH:24]=4)=[CH:18][CH:17]=3)=[CH:14][CH:15]=1)[CH2:2]2. The catalyst class is: 13. (2) Reactant: [CH3:1][CH:2]([CH3:17])[C:3]([N:5]1[CH2:10][CH2:9][N:8]2[N:11]=[C:12]([N+:14]([O-])=O)[CH:13]=[C:7]2[CH2:6]1)=[O:4]. Product: [NH2:14][C:12]1[CH:13]=[C:7]2[CH2:6][N:5]([C:3](=[O:4])[CH:2]([CH3:1])[CH3:17])[CH2:10][CH2:9][N:8]2[N:11]=1. The catalyst class is: 19. (3) Reactant: [CH2:1]([O:4][C:5]1[CH:6]=[C:7]([CH:10]=[CH:11][CH:12]=1)[CH2:8][NH2:9])[CH2:2][CH3:3].[Br:13][C:14]1[CH:15]=[C:16]([CH2:20][C:21](Cl)=[O:22])[CH:17]=[CH:18][CH:19]=1.C(N(CC)CC)C. Product: [Br:13][C:14]1[CH:15]=[C:16]([CH2:20][C:21]([NH:9][CH2:8][C:7]2[CH:10]=[CH:11][CH:12]=[C:5]([O:4][CH2:1][CH2:2][CH3:3])[CH:6]=2)=[O:22])[CH:17]=[CH:18][CH:19]=1. The catalyst class is: 614. (4) Reactant: [C:1]([O:5][C:6](=[O:21])[NH:7][C@@H:8]([CH2:11][NH:12][C:13]1[C:18]([F:19])=[CH:17][N:16]=[C:15](Cl)[N:14]=1)[CH2:9][CH3:10])([CH3:4])([CH3:3])[CH3:2].[CH3:22][O:23][C:24]1[CH:29]=[CH:28][C:27]([O:30]C(=O)C)=[CH:26][C:25]=1B1OC(C)(C)C(C)(C)O1.P([O-])([O-])([O-])=O.[K+].[K+].[K+].CC(N(C)C)=O. Product: [C:1]([O:5][C:6](=[O:21])[NH:7][C@@H:8]([CH2:11][NH:12][C:13]1[C:18]([F:19])=[CH:17][N:16]=[C:15]([C:25]2[CH:26]=[C:27]([OH:30])[CH:28]=[CH:29][C:24]=2[O:23][CH3:22])[N:14]=1)[CH2:9][CH3:10])([CH3:4])([CH3:3])[CH3:2]. The catalyst class is: 6. (5) Reactant: [Br:1][C:2]1[CH:3]=[C:4]([CH:17]=[C:18]([Cl:20])[CH:19]=1)[CH2:5][N:6]1C(=O)C2C(=CC=CC=2)C1=O.O.NN. Product: [Br:1][C:2]1[CH:3]=[C:4]([CH:17]=[C:18]([Cl:20])[CH:19]=1)[CH2:5][NH2:6]. The catalyst class is: 8. (6) Reactant: [O:1]1[CH2:3][C@H:2]1[C:4]([O:6][CH3:7])=[O:5].FC(F)(F)C(O)=O.[CH3:15][N:16]1[C:24]2[CH:23]=[C:22]([C:25]3[CH:30]=[CH:29][C:28]([O:31][CH2:32][CH2:33][CH:34]4[CH2:39][CH2:38][NH:37][CH2:36][CH2:35]4)=[C:27]([C:40]([F:43])([F:42])[F:41])[CH:26]=3)[N:21]=[C:20]([C:44]#[N:45])[C:19]=2[N:18]=[N:17]1.CCN(C(C)C)C(C)C. Product: [C:44]([C:20]1[C:19]2[N:18]=[N:17][N:16]([CH3:15])[C:24]=2[CH:23]=[C:22]([C:25]2[CH:30]=[CH:29][C:28]([O:31][CH2:32][CH2:33][CH:34]3[CH2:35][CH2:36][N:37]([CH2:3][C@H:2]([OH:1])[C:4]([O:6][CH3:7])=[O:5])[CH2:38][CH2:39]3)=[C:27]([C:40]([F:42])([F:43])[F:41])[CH:26]=2)[N:21]=1)#[N:45]. The catalyst class is: 5. (7) Reactant: Cl[CH2:2][C:3]([N:5]1[CH2:10][CH2:9][N:8]([C:11]([O:13][C:14]([CH3:17])([CH3:16])[CH3:15])=[O:12])[CH2:7][CH2:6]1)=[O:4].[I-:18].[Na+]. Product: [I:18][CH2:2][C:3]([N:5]1[CH2:10][CH2:9][N:8]([C:11]([O:13][C:14]([CH3:17])([CH3:16])[CH3:15])=[O:12])[CH2:7][CH2:6]1)=[O:4]. The catalyst class is: 21. (8) Reactant: [CH2:1]([C:8]1(S(C2C=CC(C)=CC=2)(=O)=O)[CH:12]([C:13]2[N:14]=[N:15][N:16]([CH2:24][C:25]3[CH:30]=[C:29]([C:31]([F:34])([F:33])[F:32])[CH:28]=[C:27]([C:35]([F:38])([F:37])[F:36])[CH:26]=3)[C:17]=2[C:18]2[CH:23]=[CH:22][CH:21]=[CH:20][CH:19]=2)O[CH:10]=[N:9]1)[C:2]1[CH:7]=[CH:6][CH:5]=[CH:4][CH:3]=1.[NH3:49].CO. Product: [CH2:1]([C:8]1[NH:9][CH:10]=[N:49][C:12]=1[C:13]1[N:14]=[N:15][N:16]([CH2:24][C:25]2[CH:26]=[C:27]([C:35]([F:38])([F:36])[F:37])[CH:28]=[C:29]([C:31]([F:34])([F:32])[F:33])[CH:30]=2)[C:17]=1[C:18]1[CH:23]=[CH:22][CH:21]=[CH:20][CH:19]=1)[C:2]1[CH:3]=[CH:4][CH:5]=[CH:6][CH:7]=1. The catalyst class is: 113. (9) The catalyst class is: 89. Reactant: CC(C)([S@@]([NH:6][C@@H:7]([C:20]1[CH:25]=[CH:24][CH:23]=[CH:22][CH:21]=1)[C:8]1[CH:9]=[C:10]([P:14]([CH3:19])(=[O:18])[O:15][CH2:16][CH3:17])[CH:11]=[CH:12][CH:13]=1)=O)C. Product: [NH2:6][C@@H:7]([C:20]1[CH:21]=[CH:22][CH:23]=[CH:24][CH:25]=1)[C:8]1[CH:9]=[C:10]([P:14]([CH3:19])(=[O:18])[O:15][CH2:16][CH3:17])[CH:11]=[CH:12][CH:13]=1. (10) Reactant: C[O:2][C:3](=[O:36])[C:4]1[CH:9]=[CH:8][CH:7]=[CH:6][C:5]=1[NH:10][C:11]1[N:15]([C:16]2[CH:21]=[CH:20][C:19]([F:22])=[CH:18][C:17]=2[F:23])[N:14]=[C:13]([CH3:24])[C:12]=1[C:25]1[CH:26]=[C:27]2[C:32](=[C:33]([F:35])[CH:34]=1)[N:31]=[CH:30][CH:29]=[N:28]2.[OH-].[Na+].Cl. Product: [F:23][C:17]1[CH:18]=[C:19]([F:22])[CH:20]=[CH:21][C:16]=1[N:15]1[C:11]([NH:10][C:5]2[CH:6]=[CH:7][CH:8]=[CH:9][C:4]=2[C:3]([OH:36])=[O:2])=[C:12]([C:25]2[CH:26]=[C:27]3[C:32](=[C:33]([F:35])[CH:34]=2)[N:31]=[CH:30][CH:29]=[N:28]3)[C:13]([CH3:24])=[N:14]1. The catalyst class is: 38.